From a dataset of Catalyst prediction with 721,799 reactions and 888 catalyst types from USPTO. Predict which catalyst facilitates the given reaction. Reactant: N1(C[CH2:7][CH2:8][O:9][C:10]2[CH:15]=[CH:14][C:13]([C:16]3([C:22]#[N:23])[CH2:21][CH2:20][O:19][CH2:18][CH2:17]3)=[CH:12][CH:11]=2)CCCC1.ClCC[N:27]1[CH2:31][CH2:30][CH2:29][CH2:28]1.C([O-])([O-])=O.[K+].[K+]. Product: [N:27]1([CH2:7][CH2:8][O:9][C:10]2[CH:11]=[CH:12][C:13]([C:16]3([C:22]#[N:23])[CH2:17][CH2:18][O:19][CH2:20][CH2:21]3)=[CH:14][CH:15]=2)[CH2:31][CH2:30][CH2:29][CH2:28]1. The catalyst class is: 3.